This data is from Forward reaction prediction with 1.9M reactions from USPTO patents (1976-2016). The task is: Predict the product of the given reaction. (1) Given the reactants [OH-].[Na+].[CH2:3]([NH:10][C:11]1[S:15][C:14]2=[N:16][CH:17]=[C:18](I)[N:13]2[N:12]=1)[C:4]1[CH:9]=[CH:8][CH:7]=[CH:6][CH:5]=1.[CH3:20][O:21][C:22]1[CH:23]=[C:24](B(O)O)[CH:25]=[CH:26][C:27]=1[O:28][CH3:29], predict the reaction product. The product is: [CH2:3]([NH:10][C:11]1[S:15][C:14]2=[N:16][CH:17]=[C:18]([C:25]3[CH:24]=[CH:23][C:22]([O:21][CH3:20])=[C:27]([O:28][CH3:29])[CH:26]=3)[N:13]2[N:12]=1)[C:4]1[CH:9]=[CH:8][CH:7]=[CH:6][CH:5]=1. (2) Given the reactants [N:1]1[CH:6]=[CH:5][C:4]([CH2:7][CH2:8][P:9](=[O:16])([O:13][CH2:14][CH3:15])[O:10][CH2:11][CH3:12])=[CH:3][CH:2]=1.ClC1C=CC=C(C(OO)=[O:25])C=1, predict the reaction product. The product is: [CH3:15][CH2:14][O:13][P:9]([O:10][CH2:11][CH3:12])([CH2:8][CH2:7][C:4]1[CH:3]=[CH:2][N+:1]([O-:25])=[CH:6][CH:5]=1)=[O:16]. (3) Given the reactants [N:1]([CH2:4][C:5]1[CH:10]=[CH:9][C:8]([CH:11]([F:13])[F:12])=[C:7]([Br:14])[CH:6]=1)=[N+]=[N-].C1(P(C2C=CC=CC=2)C2C=CC=CC=2)C=CC=CC=1, predict the reaction product. The product is: [Br:14][C:7]1[CH:6]=[C:5]([CH:10]=[CH:9][C:8]=1[CH:11]([F:12])[F:13])[CH2:4][NH2:1]. (4) Given the reactants [OH-].[Na+].BrBr.[OH:5][C@H:6]1[CH2:11][C@H:10]([CH3:12])[CH2:9][CH2:8][C@H:7]1[C:13](=[O:15])C.[O:16](Br)[Na].[O-]S([O-])=O.[Na+].[Na+].Cl, predict the reaction product. The product is: [OH:5][C@H:6]1[CH2:11][C@H:10]([CH3:12])[CH2:9][CH2:8][C@H:7]1[C:13]([OH:15])=[O:16]. (5) The product is: [C:22]([C:21]1[C:2]([N:24]2[CH2:28][CH2:27][C@@H:26]([OH:29])[CH2:25]2)=[N:3][CH:4]=[C:5]([CH:20]=1)[C:6]([NH:8][C:9]1[CH:14]=[CH:13][C:12]([O:15][C:16]([F:19])([F:18])[F:17])=[CH:11][CH:10]=1)=[O:7])#[N:23]. Given the reactants Cl[C:2]1[C:21]([C:22]#[N:23])=[CH:20][C:5]([C:6]([NH:8][C:9]2[CH:14]=[CH:13][C:12]([O:15][C:16]([F:19])([F:18])[F:17])=[CH:11][CH:10]=2)=[O:7])=[CH:4][N:3]=1.[NH:24]1[CH2:28][CH2:27][C@@H:26]([OH:29])[CH2:25]1.CCN(C(C)C)C(C)C, predict the reaction product.